This data is from Full USPTO retrosynthesis dataset with 1.9M reactions from patents (1976-2016). The task is: Predict the reactants needed to synthesize the given product. (1) The reactants are: [NH:1]1[C:5]2[CH:6]=[CH:7][CH:8]=[CH:9][C:4]=2[N:3]=[C:2]1[CH2:10][N:11]1[CH:16]=[CH:15][C:14]2[O:17][C:18]([CH3:20])=[CH:19][C:13]=2[C:12]1=[O:21].Br[CH2:23][CH2:24][CH2:25][Cl:26].C(=O)([O-])[O-].[K+].[K+].C(#N)C. Given the product [Cl:26][CH2:25][CH2:24][CH2:23][N:1]1[C:5]2[CH:6]=[CH:7][CH:8]=[CH:9][C:4]=2[N:3]=[C:2]1[CH2:10][N:11]1[CH:16]=[CH:15][C:14]2[O:17][C:18]([CH3:20])=[CH:19][C:13]=2[C:12]1=[O:21], predict the reactants needed to synthesize it. (2) Given the product [F:41][C:39]1[CH:38]=[CH:37][C:32]([C:33](=[O:34])[NH:35][CH3:36])=[C:31]([NH:30][C:2]2[C:7]([C:8]([F:11])([F:10])[F:9])=[CH:6][N:5]=[C:4]([NH:12][C:13]3[CH:27]=[CH:26][C:16]([CH2:17][P:18](=[O:25])([O:22][CH2:23][CH3:24])[O:19][CH2:20][CH3:21])=[CH:15][C:14]=3[O:28][CH3:29])[N:3]=2)[CH:40]=1, predict the reactants needed to synthesize it. The reactants are: Cl[C:2]1[C:7]([C:8]([F:11])([F:10])[F:9])=[CH:6][N:5]=[C:4]([NH:12][C:13]2[CH:27]=[CH:26][C:16]([CH2:17][P:18](=[O:25])([O:22][CH2:23][CH3:24])[O:19][CH2:20][CH3:21])=[CH:15][C:14]=2[O:28][CH3:29])[N:3]=1.[NH2:30][C:31]1[CH:40]=[C:39]([F:41])[CH:38]=[CH:37][C:32]=1[C:33]([NH:35][CH3:36])=[O:34]. (3) Given the product [CH:37]1([C:35]([NH:34][C:32]2[S:31][C:29]3[C:28]([N:33]=2)=[CH:27][CH:26]=[C:25]([O:24][C:23]2[CH:40]=[CH:41][C:42]([F:43])=[C:21]([NH:20][C:9](=[O:11])[C:8]4[CH:12]=[CH:13][CH:14]=[C:6]([C:2]([CH3:1])([CH3:5])[C:3]#[CH:4])[CH:7]=4)[CH:22]=2)[N:30]=3)=[O:36])[CH2:38][CH2:39]1, predict the reactants needed to synthesize it. The reactants are: [CH3:1][C:2]([C:6]1[CH:7]=[C:8]([CH:12]=[CH:13][CH:14]=1)[C:9]([OH:11])=O)([CH3:5])[C:3]#[CH:4].CN(C)C=O.[NH2:20][C:21]1[CH:22]=[C:23]([CH:40]=[CH:41][C:42]=1[F:43])[O:24][C:25]1[N:30]=[C:29]2[S:31][C:32]([NH:34][C:35]([CH:37]3[CH2:39][CH2:38]3)=[O:36])=[N:33][C:28]2=[CH:27][CH:26]=1.O. (4) Given the product [OH:27][NH:26][C:19]([C:16]1[CH:17]=[CH:18][C:12]2[NH:11][C:10](=[O:23])[CH2:9][N:8]([CH2:7][C:6]3[CH:24]=[CH:25][C:3]([O:2][CH3:1])=[CH:4][CH:5]=3)[CH2:14][C:13]=2[CH:15]=1)=[O:21], predict the reactants needed to synthesize it. The reactants are: [CH3:1][O:2][C:3]1[CH:25]=[CH:24][C:6]([CH2:7][N:8]2[CH2:14][C:13]3[CH:15]=[C:16]([C:19]([O:21]C)=O)[CH:17]=[CH:18][C:12]=3[NH:11][C:10](=[O:23])[CH2:9]2)=[CH:5][CH:4]=1.[NH2:26][OH:27].[OH-].[Na+].Cl.